From a dataset of NCI-60 drug combinations with 297,098 pairs across 59 cell lines. Regression. Given two drug SMILES strings and cell line genomic features, predict the synergy score measuring deviation from expected non-interaction effect. (1) Drug 1: C1CCC(C1)C(CC#N)N2C=C(C=N2)C3=C4C=CNC4=NC=N3. Drug 2: CC1=C(C(=O)C2=C(C1=O)N3CC4C(C3(C2COC(=O)N)OC)N4)N. Cell line: RPMI-8226. Synergy scores: CSS=24.5, Synergy_ZIP=-0.0659, Synergy_Bliss=3.59, Synergy_Loewe=-33.1, Synergy_HSA=-0.247. (2) Drug 1: CS(=O)(=O)C1=CC(=C(C=C1)C(=O)NC2=CC(=C(C=C2)Cl)C3=CC=CC=N3)Cl. Drug 2: CC1=C2C(C(=O)C3(C(CC4C(C3C(C(C2(C)C)(CC1OC(=O)C(C(C5=CC=CC=C5)NC(=O)C6=CC=CC=C6)O)O)OC(=O)C7=CC=CC=C7)(CO4)OC(=O)C)O)C)OC(=O)C. Cell line: HS 578T. Synergy scores: CSS=54.8, Synergy_ZIP=14.1, Synergy_Bliss=14.9, Synergy_Loewe=-31.3, Synergy_HSA=10.7. (3) Drug 1: CC1OCC2C(O1)C(C(C(O2)OC3C4COC(=O)C4C(C5=CC6=C(C=C35)OCO6)C7=CC(=C(C(=C7)OC)O)OC)O)O. Drug 2: C1C(C(OC1N2C=NC3=C2NC=NCC3O)CO)O. Cell line: OVCAR-8. Synergy scores: CSS=17.0, Synergy_ZIP=-7.70, Synergy_Bliss=-3.00, Synergy_Loewe=-25.9, Synergy_HSA=-1.80. (4) Drug 1: C1C(C(OC1N2C=NC3=C(N=C(N=C32)Cl)N)CO)O. Drug 2: C1=CC=C(C(=C1)C(C2=CC=C(C=C2)Cl)C(Cl)Cl)Cl. Cell line: RPMI-8226. Synergy scores: CSS=39.9, Synergy_ZIP=0.471, Synergy_Bliss=-0.851, Synergy_Loewe=-29.3, Synergy_HSA=-1.18. (5) Drug 1: CCC(=C(C1=CC=CC=C1)C2=CC=C(C=C2)OCCN(C)C)C3=CC=CC=C3.C(C(=O)O)C(CC(=O)O)(C(=O)O)O. Drug 2: CC1C(C(CC(O1)OC2CC(CC3=C2C(=C4C(=C3O)C(=O)C5=C(C4=O)C(=CC=C5)OC)O)(C(=O)CO)O)N)O.Cl. Cell line: OVCAR3. Synergy scores: CSS=21.5, Synergy_ZIP=-0.840, Synergy_Bliss=2.02, Synergy_Loewe=-1.20, Synergy_HSA=2.98.